This data is from hERG Central: cardiac toxicity at 1µM, 10µM, and general inhibition. The task is: Predict hERG channel inhibition at various concentrations. The compound is COc1ccc(-c2[nH]ncc2CN2CCCN(C(=O)c3ccco3)CC2)cc1F. Results: hERG_inhib (hERG inhibition (general)): blocker.